This data is from TCR-epitope binding with 47,182 pairs between 192 epitopes and 23,139 TCRs. The task is: Binary Classification. Given a T-cell receptor sequence (or CDR3 region) and an epitope sequence, predict whether binding occurs between them. (1) The epitope is VSFIEFVGW. The TCR CDR3 sequence is CASSQDPLAGGGGEQFF. Result: 0 (the TCR does not bind to the epitope). (2) The epitope is TSDLATNNLVVMAY. The TCR CDR3 sequence is CASSQDGTGGLSYEQYF. Result: 1 (the TCR binds to the epitope). (3) The TCR CDR3 sequence is CSASLPTGVEQYF. Result: 1 (the TCR binds to the epitope). The epitope is ILGLPTQTV. (4) The epitope is KAYNVTQAF. The TCR CDR3 sequence is CASSQGQRNTIYF. Result: 1 (the TCR binds to the epitope). (5) The epitope is QYDPVAALF. The TCR CDR3 sequence is CASSFSAEATGELFF. Result: 0 (the TCR does not bind to the epitope). (6) The epitope is SEVGPEHSLAEY. The TCR CDR3 sequence is CASSTGQNSNQPQHF. Result: 0 (the TCR does not bind to the epitope). (7) The epitope is FLYNLLTRV. Result: 1 (the TCR binds to the epitope). The TCR CDR3 sequence is CASSLTSLTDTQYF.